Dataset: NCI-60 drug combinations with 297,098 pairs across 59 cell lines. Task: Regression. Given two drug SMILES strings and cell line genomic features, predict the synergy score measuring deviation from expected non-interaction effect. (1) Cell line: M14. Drug 2: CCC1=C2CN3C(=CC4=C(C3=O)COC(=O)C4(CC)O)C2=NC5=C1C=C(C=C5)O. Drug 1: CN(C)C1=NC(=NC(=N1)N(C)C)N(C)C. Synergy scores: CSS=20.1, Synergy_ZIP=1.69, Synergy_Bliss=-0.128, Synergy_Loewe=-47.9, Synergy_HSA=-2.80. (2) Drug 1: CCC1(CC2CC(C3=C(CCN(C2)C1)C4=CC=CC=C4N3)(C5=C(C=C6C(=C5)C78CCN9C7C(C=CC9)(C(C(C8N6C=O)(C(=O)OC)O)OC(=O)C)CC)OC)C(=O)OC)O.OS(=O)(=O)O. Drug 2: CC1=C(C=C(C=C1)C(=O)NC2=CC(=CC(=C2)C(F)(F)F)N3C=C(N=C3)C)NC4=NC=CC(=N4)C5=CN=CC=C5. Cell line: SF-268. Synergy scores: CSS=6.99, Synergy_ZIP=-0.731, Synergy_Bliss=3.72, Synergy_Loewe=2.76, Synergy_HSA=3.51. (3) Drug 1: C1=NC(=NC(=O)N1C2C(C(C(O2)CO)O)O)N. Drug 2: CC1CCC2CC(C(=CC=CC=CC(CC(C(=O)C(C(C(=CC(C(=O)CC(OC(=O)C3CCCCN3C(=O)C(=O)C1(O2)O)C(C)CC4CCC(C(C4)OC)OCCO)C)C)O)OC)C)C)C)OC. Cell line: ACHN. Synergy scores: CSS=29.0, Synergy_ZIP=-6.86, Synergy_Bliss=0.359, Synergy_Loewe=0.876, Synergy_HSA=0.556. (4) Drug 1: CC1=C(C=C(C=C1)C(=O)NC2=CC(=CC(=C2)C(F)(F)F)N3C=C(N=C3)C)NC4=NC=CC(=N4)C5=CN=CC=C5. Drug 2: N.N.Cl[Pt+2]Cl. Cell line: NCIH23. Synergy scores: CSS=45.6, Synergy_ZIP=0.367, Synergy_Bliss=-1.57, Synergy_Loewe=-7.35, Synergy_HSA=-3.10.